From a dataset of Full USPTO retrosynthesis dataset with 1.9M reactions from patents (1976-2016). Predict the reactants needed to synthesize the given product. (1) The reactants are: [C:1]([O:5][CH2:6][CH2:7][CH2:8][OH:9])(=[O:4])[CH:2]=[CH2:3].[C:10]([O:14][CH2:15][CH2:16][CH2:17][CH3:18])(=[O:13])[CH:11]=[CH2:12]. Given the product [C:1]([O:5][CH2:6][CH2:7][CH2:8][OH:9])(=[O:4])[CH:2]=[CH2:3].[C:10]([O:14][CH2:15][CH2:16][CH2:17][CH3:18])(=[O:13])[CH:11]=[CH2:12], predict the reactants needed to synthesize it. (2) Given the product [Br:1][C:2]1[CH:3]=[CH:4][C:5]([CH3:10])=[C:6]([CH:9]=1)[CH2:7][NH:8][C:13](=[NH:21])[CH:14]([O:18][CH2:19][CH3:20])[O:15][CH2:16][CH3:17], predict the reactants needed to synthesize it. The reactants are: [Br:1][C:2]1[CH:3]=[CH:4][C:5]([CH3:10])=[C:6]([CH:9]=1)[CH2:7][NH2:8].CO[C:13](=[NH:21])[CH:14]([O:18][CH2:19][CH3:20])[O:15][CH2:16][CH3:17]. (3) Given the product [CH:1]1([S:4]([CH2:5][CH2:6][CH2:7][N:8]2[C:16]3[C:11](=[CH:12][CH:13]=[C:14]([C:17]4[CH:22]=[N:21][C:20]([CH3:23])=[N:19][CH:18]=4)[CH:15]=3)[C:10]([CH3:24])([CH3:25])[C:9]2=[O:26])(=[O:27])=[O:39])[CH2:3][CH2:2]1, predict the reactants needed to synthesize it. The reactants are: [CH:1]1([S:4][CH2:5][CH2:6][CH2:7][N:8]2[C:16]3[C:11](=[CH:12][CH:13]=[C:14]([C:17]4[CH:18]=[N:19][C:20]([CH3:23])=[N:21][CH:22]=4)[CH:15]=3)[C:10]([CH3:25])([CH3:24])[C:9]2=[O:26])[CH2:3][CH2:2]1.[OH:27]OS([O-])=O.[K+].C(=O)([O-])[O-].[Na+].[Na+].[OH2:39]. (4) Given the product [O:1]([C:2]1[CH:10]=[CH:9][CH:8]=[C:7]2[C:3]=1[CH2:4][CH2:5][C:6]2=[O:11])[Si:17]([C:20]([CH3:23])([CH3:22])[CH3:21])([CH3:19])[CH3:18], predict the reactants needed to synthesize it. The reactants are: [OH:1][C:2]1[CH:10]=[CH:9][CH:8]=[C:7]2[C:3]=1[CH2:4][CH2:5][C:6]2=[O:11].N1C=CN=C1.[Si:17](Cl)([C:20]([CH3:23])([CH3:22])[CH3:21])([CH3:19])[CH3:18].C(OCC)(=O)C. (5) Given the product [O:28]=[C:26]1[NH:25][C:24]2[CH:29]=[CH:30][C:21]([NH:20][C:19]3[C:14]4[C:11]5[CH2:12][CH2:13][CH:8]([CH2:7][NH:6][C:5](=[O:32])[C@H:4]([CH2:3][CH2:2][OH:1])[NH2:33])[CH2:9][C:10]=5[S:31][C:15]=4[N:16]=[CH:17][N:18]=3)=[CH:22][C:23]=2[S:27]1, predict the reactants needed to synthesize it. The reactants are: [OH:1][CH2:2][CH2:3][C@@H:4]([NH:33]C(=O)OC(C)(C)C)[C:5](=[O:32])[NH:6][CH2:7][CH:8]1[CH2:13][CH2:12][C:11]2[C:14]3[C:19]([NH:20][C:21]4[CH:30]=[CH:29][C:24]5[NH:25][C:26](=[O:28])[S:27][C:23]=5[CH:22]=4)=[N:18][CH:17]=[N:16][C:15]=3[S:31][C:10]=2[CH2:9]1.O1CCOCC1.Cl. (6) Given the product [Br:20][C:8]1[C:9]([NH2:12])=[N:10][CH:11]=[C:6]([CH2:5][CH2:4][O:3][CH2:1][CH3:2])[N:7]=1, predict the reactants needed to synthesize it. The reactants are: [CH2:1]([O:3][CH2:4][CH2:5][C:6]1[N:7]=[CH:8][C:9]([NH2:12])=[N:10][CH:11]=1)[CH3:2].C1C(=O)N([Br:20])C(=O)C1. (7) Given the product [CH3:14][O:13][C:11](=[O:12])[CH:10]([CH:15]([C:16]1[CH:21]=[CH:20][C:19]([O:22][CH2:23][C:24]2[CH:29]=[CH:28][CH:27]=[C:26]([O:30][CH3:31])[CH:25]=2)=[CH:18][CH:17]=1)[CH:1]=[C:2]([CH3:6])[CH3:3])[C:9]([O:8][CH3:7])=[O:32], predict the reactants needed to synthesize it. The reactants are: [CH3:1][C:2]([CH3:6])=[CH:3][Mg]Br.[CH3:7][O:8][C:9](=[O:32])[C:10](=[CH:15][C:16]1[CH:21]=[CH:20][C:19]([O:22][CH2:23][C:24]2[CH:29]=[CH:28][CH:27]=[C:26]([O:30][CH3:31])[CH:25]=2)=[CH:18][CH:17]=1)[C:11]([O:13][CH3:14])=[O:12].